Predict the reactants needed to synthesize the given product. From a dataset of Full USPTO retrosynthesis dataset with 1.9M reactions from patents (1976-2016). (1) The reactants are: CS[C:3]1[N:4]=[N:5][C:6]([C:20]#[N:21])=[C:7]([N:9]2[CH2:15][CH2:14][C:13]3[CH:16]=[CH:17][CH:18]=[CH:19][C:12]=3[CH2:11][CH2:10]2)[N:8]=1.ClC1C=CC=C(C(OO)=[O:30])C=1. Given the product [OH:30][C:3]1[N:4]=[N:5][C:6]([C:20]#[N:21])=[C:7]([N:9]2[CH2:15][CH2:14][C:13]3[CH:16]=[CH:17][CH:18]=[CH:19][C:12]=3[CH2:11][CH2:10]2)[N:8]=1, predict the reactants needed to synthesize it. (2) Given the product [CH2:1]([O:3][C:4]([C:6]1[CH:11]=[CH:10][CH:9]=[C:8]([S:12][C:13]2[C:21]3[C:16](=[C:17]([F:23])[C:18]([Cl:22])=[CH:19][CH:20]=3)[N:15]([C:26]3[CH:27]=[N:28][N:29]([CH2:31][CH2:32][CH3:33])[CH:30]=3)[C:14]=2[CH3:24])[N:7]=1)=[O:5])[CH3:2], predict the reactants needed to synthesize it. The reactants are: [CH2:1]([O:3][C:4]([C:6]1[CH:11]=[CH:10][CH:9]=[C:8]([S:12][C:13]2[C:21]3[C:16](=[C:17]([F:23])[C:18]([Cl:22])=[CH:19][CH:20]=3)[NH:15][C:14]=2[CH3:24])[N:7]=1)=[O:5])[CH3:2].Br[C:26]1[CH:27]=[N:28][N:29]([CH2:31][CH2:32][CH3:33])[CH:30]=1. (3) Given the product [NH2:34][C:30]1([C:27]2[CH:26]=[CH:25][C:24]([C:22]3[N:23]=[C:18]4[CH:17]=[CH:16][C:15]([C:14]5[C:9]([OH:8])=[N:10][CH:11]=[CH:12][CH:13]=5)=[CH:20][N:19]4[C:21]=3[C:35]3[CH:40]=[CH:39][CH:38]=[CH:37][CH:36]=3)=[CH:29][CH:28]=2)[CH2:33][CH2:32][CH2:31]1, predict the reactants needed to synthesize it. The reactants are: C([O:8][C:9]1[C:14]([C:15]2[CH:16]=[CH:17][C:18]3[N:19]([C:21]([C:35]4[CH:40]=[CH:39][CH:38]=[CH:37][CH:36]=4)=[C:22]([C:24]4[CH:29]=[CH:28][C:27]([C:30]5([NH2:34])[CH2:33][CH2:32][CH2:31]5)=[CH:26][CH:25]=4)[N:23]=3)[CH:20]=2)=[CH:13][CH:12]=[CH:11][N:10]=1)C1C=CC=CC=1. (4) Given the product [CH3:63][C@H:54]1[N:53]([CH2:64][C:65]([F:68])([F:66])[F:67])[C:52](=[O:69])[C@@H:51]([NH:50][C:46]([C:42]2[CH:43]=[C:44]3[C:39](=[CH:40][CH:41]=2)[CH2:38][C@:30]2([C:31]4[C:32](=[N:33][CH:34]=[CH:35][CH:36]=4)[NH:37][C:29]2=[O:28])[CH2:45]3)=[O:48])[CH2:56][C@H:55]1[C:57]1[CH:62]=[CH:61][CH:60]=[CH:59][CH:58]=1, predict the reactants needed to synthesize it. The reactants are: F[P-](F)(F)(F)(F)F.N1(O[P+](N(C)C)(N(C)C)N(C)C)C2C=CC=CC=2N=N1.[O:28]=[C:29]1[NH:37][C:32]2=[N:33][CH:34]=[CH:35][CH:36]=[C:31]2[C@:30]21[CH2:45][C:44]1[C:39](=[CH:40][CH:41]=[C:42]([C:46]([OH:48])=O)[CH:43]=1)[CH2:38]2.Cl.[NH2:50][C@H:51]1[CH2:56][C@@H:55]([C:57]2[CH:62]=[CH:61][CH:60]=[CH:59][CH:58]=2)[C@@H:54]([CH3:63])[N:53]([CH2:64][C:65]([F:68])([F:67])[F:66])[C:52]1=[O:69].C(N(CC)C(C)C)(C)C. (5) Given the product [O:1]1[CH2:5][CH2:4][CH:3]([C:6]([NH:11][NH2:12])=[O:8])[CH2:2]1, predict the reactants needed to synthesize it. The reactants are: [O:1]1[CH2:5][CH2:4][CH:3]([C:6]([O:8]C)=O)[CH2:2]1.O.[NH2:11][NH2:12]. (6) Given the product [Cl:1][C:2]1[C:7]([C:8]2[CH:9]=[CH:10][CH:11]=[CH:12][CH:13]=2)=[N:6][N:5]=[C:4]2[N:14]([CH3:24])[N:15]=[C:16]([C:17]3[CH:18]=[CH:19][CH:20]=[CH:21][CH:22]=3)[C:3]=12, predict the reactants needed to synthesize it. The reactants are: [Cl:1][C:2]1[C:7]([C:8]2[CH:13]=[CH:12][CH:11]=[CH:10][CH:9]=2)=[N:6][N:5]=[C:4]2[N:14]([CH3:24])[N:15]=[C:16]([C:17]3[CH:22]=[CH:21][CH:20]=[CH:19][C:18]=3Cl)[C:3]=12.CN1C(N)=CC(C2C=CC=CC=2)=N1. (7) Given the product [ClH:28].[NH2:19][C@@H:17]([CH3:18])[C:16]([N:13]1[CH2:14][CH2:15][CH:10]([CH2:9][CH2:8][C:7]2[C:2]([NH2:1])=[N:3][C:4]([CH3:29])=[N:5][C:6]=2[Cl:28])[CH2:11][CH2:12]1)=[O:27], predict the reactants needed to synthesize it. The reactants are: [NH2:1][C:2]1[C:7]([CH2:8][CH2:9][CH:10]2[CH2:15][CH2:14][N:13]([C:16](=[O:27])[C@@H:17]([NH:19]C(=O)OC(C)(C)C)[CH3:18])[CH2:12][CH2:11]2)=[C:6]([Cl:28])[N:5]=[C:4]([CH3:29])[N:3]=1.O1CCOCC1.Cl. (8) Given the product [CH3:26][S:25][C:24]([S:27][CH3:28])=[C:8]1[C:9](=[O:12])[CH:10]=[CH:11][N:6]([CH2:5][CH:1]2[CH2:2][CH2:3][CH2:4]2)[C:7]1=[O:13], predict the reactants needed to synthesize it. The reactants are: [CH:1]1([CH2:5][N:6]2[CH:11]=[CH:10][C:9]([OH:12])=[CH:8][C:7]2=[O:13])[CH2:4][CH2:3][CH2:2]1.N1C=CC=CC=1.S(OC)(O[C:24](SC)([S:27][CH3:28])[S:25][CH3:26])(=O)=O.